Dataset: Peptide-MHC class II binding affinity with 134,281 pairs from IEDB. Task: Regression. Given a peptide amino acid sequence and an MHC pseudo amino acid sequence, predict their binding affinity value. This is MHC class II binding data. (1) The peptide sequence is QDPNYVCKHTYVDRG. The MHC is DRB1_0701 with pseudo-sequence DRB1_0701. The binding affinity (normalized) is 0.188. (2) The peptide sequence is DFQEFAKLLFTNPVK. The MHC is HLA-DQA10501-DQB10201 with pseudo-sequence HLA-DQA10501-DQB10201. The binding affinity (normalized) is 0.349. (3) The peptide sequence is AAQFPFNASDSVGQQ. The MHC is DRB1_0802 with pseudo-sequence DRB1_0802. The binding affinity (normalized) is 0.344.